This data is from Reaction yield outcomes from USPTO patents with 853,638 reactions. The task is: Predict the reaction yield, written as a fraction of the theoretical maximum amount of product (1.0 means a 100% yield; for example, 0.34 means a 34% yield). (1) The reactants are Br[C:2]1[C:10]2[N:9]=[CH:8][N:7]([CH:11]3[CH2:16][CH2:15][CH2:14][CH2:13][O:12]3)[C:6]=2[CH:5]=[CH:4][CH:3]=1.C([Sn](CCCC)(CCCC)[C:22]([O:24]CC)=[CH2:23])CCC.[O-]P([O-])([O-])=O.[K+].[K+].[K+].Cl. The product is [O:12]1[CH2:13][CH2:14][CH2:15][CH2:16][CH:11]1[N:7]1[C:6]2[CH:5]=[CH:4][CH:3]=[C:2]([C:22](=[O:24])[CH3:23])[C:10]=2[N:9]=[CH:8]1. The catalyst is CN1C(=O)CCC1.C1C=CC([P]([Pd]([P](C2C=CC=CC=2)(C2C=CC=CC=2)C2C=CC=CC=2)([P](C2C=CC=CC=2)(C2C=CC=CC=2)C2C=CC=CC=2)[P](C2C=CC=CC=2)(C2C=CC=CC=2)C2C=CC=CC=2)(C2C=CC=CC=2)C2C=CC=CC=2)=CC=1.O. The yield is 0.590. (2) The reactants are [Br:1][C:2]1[C:3](=[O:29])[N:4]([C:20]2[CH:21]=[C:22]([CH:26]=[CH:27][CH:28]=2)[C:23](O)=[O:24])[C:5]([CH2:18][OH:19])=[CH:6][C:7]=1[O:8][CH2:9][C:10]1[CH:15]=[CH:14][C:13]([F:16])=[CH:12][C:11]=1[F:17].ClC1N=C(OC)N=C(OC)[N:32]=1.CN1CCOCC1.[NH4+].[OH-]. The catalyst is O1CCCC1.O. The product is [Br:1][C:2]1[C:3](=[O:29])[N:4]([C:20]2[CH:21]=[C:22]([CH:26]=[CH:27][CH:28]=2)[C:23]([NH2:32])=[O:24])[C:5]([CH2:18][OH:19])=[CH:6][C:7]=1[O:8][CH2:9][C:10]1[CH:15]=[CH:14][C:13]([F:16])=[CH:12][C:11]=1[F:17]. The yield is 0.930.